Dataset: Full USPTO retrosynthesis dataset with 1.9M reactions from patents (1976-2016). Task: Predict the reactants needed to synthesize the given product. (1) Given the product [O:35]1[CH2:36][CH2:37][N:32]([C:28](=[N:15][C:14]2[C:13]3[N:12]=[CH:11][N:10]([C:19]=3[N:18]=[CH:17][N:16]=2)[C@@H:2]2[O:9][C@H:6]([CH2:7][OH:8])[C@@H:4]([OH:5])[CH2:3]2)[CH3:29])[CH2:33][CH2:34]1, predict the reactants needed to synthesize it. The reactants are: O.[C@@H:2]1([N:10]2[C:19]3[N:18]=[CH:17][N:16]=[C:14]([NH2:15])[C:13]=3[N:12]=[CH:11]2)[O:9][C@H:6]([CH2:7][OH:8])[C@@H:4]([OH:5])[CH2:3]1.N1C=CC=CC=1.CO[C:28]([N:32]1[CH2:37][CH2:36][O:35][CH2:34][CH2:33]1)(OC)[CH3:29]. (2) Given the product [F:23][C:21]1[CH:22]=[CH:17][C:18]([S:24]([CH3:27])(=[O:26])=[O:25])=[C:19]([NH:15][CH:8]2[C:9]3[C:4](=[C:3]([O:2][CH3:1])[CH:12]=[CH:11][C:10]=3[O:13][CH3:14])[CH2:5][CH2:6][CH2:7]2)[CH:20]=1, predict the reactants needed to synthesize it. The reactants are: [CH3:1][O:2][C:3]1[CH:12]=[CH:11][C:10]([O:13][CH3:14])=[C:9]2[C:4]=1[CH2:5][CH2:6][CH2:7][CH:8]2[NH2:15].F[C:17]1[CH:22]=[C:21]([F:23])[CH:20]=[CH:19][C:18]=1[S:24]([CH3:27])(=[O:26])=[O:25].C(N(C(C)C)CC)(C)C. (3) Given the product [Br:1][C:2]1[C:3]2[O:12][C:11]([CH2:13][N:22]3[CH2:21][CH2:20][N:19]([S:23]([CH3:26])(=[O:25])=[O:24])[CH2:18][C@H:17]3[CH3:16])=[CH:10][C:4]=2[C:5](=[O:9])[N:6]([CH3:8])[CH:7]=1, predict the reactants needed to synthesize it. The reactants are: [Br:1][C:2]1[C:3]2[O:12][C:11]([CH:13]=O)=[CH:10][C:4]=2[C:5](=[O:9])[N:6]([CH3:8])[CH:7]=1.Cl.[CH3:16][C@H:17]1[NH:22][CH2:21][CH2:20][N:19]([S:23]([CH3:26])(=[O:25])=[O:24])[CH2:18]1.CCN(CC)CC.C(O[BH-](OC(=O)C)OC(=O)C)(=O)C.[Na+]. (4) Given the product [CH3:1][C:2]([NH:4][C@H:5]1[C@H:10]([NH:11][C:12]([CH2:14][C@H:15]([NH2:19])[C:16]([OH:18])=[O:17])=[O:13])[O:9][C@H:8]([CH2:20][OH:21])[C@@H:7]([O:22][C@@H:23]2[O:28][C@H:27]([CH2:29][OH:30])[C@@H:26]([O:31][C@@H:32]3[O:37][C@H:36]([CH2:38][O:39][C@H:40]4[O:45][C@H:44]([CH2:46][O:47][C@H:48]5[O:53][C@H:52]([CH2:54][OH:55])[C@@H:51]([OH:56])[C@H:50]([OH:57])[C@@H:49]5[OH:58])[C@@H:43]([OH:59])[C@H:42]([O:60][C@H:61]5[O:66][C@H:65]([CH2:67][OH:68])[C@@H:64]([OH:69])[C@H:63]([OH:70])[C@@H:62]5[OH:71])[C@@H:41]4[OH:72])[C@@H:35]([OH:73])[C@H:34]([O:74][C@H:75]4[O:80][C@H:79]([CH2:81][OH:82])[C@@H:78]([OH:83])[C@H:77]([OH:84])[C@@H:76]4[OH:85])[C@@H:33]3[OH:86])[C@H:25]([OH:87])[C@H:24]2[NH:88][C:89]([CH3:91])=[O:90])[C@@H:6]1[OH:92])=[O:3].[C:95]1(=[O:96])[NH:97][C:98](=[O:99])[CH:93]=[CH:94]1, predict the reactants needed to synthesize it. The reactants are: [CH3:1][C:2]([NH:4][C@H:5]1[C@H:10]([NH:11][C:12]([CH2:14][C@H:15]([NH2:19])[C:16]([OH:18])=[O:17])=[O:13])[O:9][C@H:8]([CH2:20][OH:21])[C@@H:7]([O:22][C@@H:23]2[O:28][C@H:27]([CH2:29][OH:30])[C@@H:26]([O:31][C@@H:32]3[O:37][C@H:36]([CH2:38][O:39][C@H:40]4[O:45][C@H:44]([CH2:46][O:47][C@H:48]5[O:53][C@H:52]([CH2:54][OH:55])[C@@H:51]([OH:56])[C@H:50]([OH:57])[C@@H:49]5[OH:58])[C@@H:43]([OH:59])[C@H:42]([O:60][C@H:61]5[O:66][C@H:65]([CH2:67][OH:68])[C@@H:64]([OH:69])[C@H:63]([OH:70])[C@@H:62]5[OH:71])[C@@H:41]4[OH:72])[C@@H:35]([OH:73])[C@H:34]([O:74][C@H:75]4[O:80][C@H:79]([CH2:81][OH:82])[C@@H:78]([OH:83])[C@H:77]([OH:84])[C@@H:76]4[OH:85])[C@@H:33]3[OH:86])[C@H:25]([OH:87])[C@H:24]2[NH:88][C:89]([CH3:91])=[O:90])[C@@H:6]1[OH:92])=[O:3].[CH2:93]1[C:98](=[O:99])[N:97](OC(CCN2C(=O)C=CC2=O)=O)[C:95](=[O:96])[CH2:94]1.P([O-])([O-])([O-])=O. (5) Given the product [Cl:27][C:24]1[CH:23]=[CH:22][C:21]([N:20]2[CH:18]([OH:19])[C:13]3[C:12](=[N:17][CH:16]=[CH:15][N:14]=3)[C:11]2=[O:10])=[N:26][CH:25]=1, predict the reactants needed to synthesize it. The reactants are: CN1CCN(C([O:10][CH:11]2[N:20]([C:21]3[CH:22]=[CH:23][C:24]([Cl:27])=[CH:25][N:26]=3)[C:18](=[O:19])[C:13]3[N:14]=[CH:15][CH:16]=[N:17][C:12]2=3)=O)CC1.C(O)(=O)C.Cl.Br. (6) Given the product [CH3:16][O:17][C:18]1[CH:19]=[CH:20][C:21]([N:24]2[CH2:29][CH2:28][N:27]([C:2]3[C:3]([CH3:15])=[C:4]([O:13][CH3:14])[C:5]4[O:9][CH:8]([CH3:10])[CH2:7][C:6]=4[C:11]=3[CH3:12])[CH2:26][CH2:25]2)=[CH:22][CH:23]=1, predict the reactants needed to synthesize it. The reactants are: Br[C:2]1[C:3]([CH3:15])=[C:4]([O:13][CH3:14])[C:5]2[O:9][CH:8]([CH3:10])[CH2:7][C:6]=2[C:11]=1[CH3:12].[CH3:16][O:17][C:18]1[CH:23]=[CH:22][C:21]([N:24]2[CH2:29][CH2:28][NH:27][CH2:26][CH2:25]2)=[CH:20][CH:19]=1. (7) Given the product [Br:1][C:2]1[CH:3]=[C:4]([CH:5]([OH:6])[CH3:17])[CH:7]=[C:8]([O:12][CH3:13])[C:9]=1[O:10][CH3:11], predict the reactants needed to synthesize it. The reactants are: [Br:1][C:2]1[CH:3]=[C:4]([CH:7]=[C:8]([O:12][CH3:13])[C:9]=1[O:10][CH3:11])[CH:5]=[O:6].C[Mg+].[Br-].[CH3:17]COC(C)=O.